The task is: Predict the product of the given reaction.. This data is from Forward reaction prediction with 1.9M reactions from USPTO patents (1976-2016). (1) Given the reactants [Br:1][C:2]1[NH:10][C:9]2[C:8](=[O:11])[NH:7][C:6](=[O:12])[N:5]([CH3:13])[C:4]=2[N:3]=1.[Cl:14][C:15]1[CH:22]=[CH:21][CH:20]=[CH:19][C:16]=1[CH2:17]Br, predict the reaction product. The product is: [Br:1][C:2]1[N:10]([CH2:17][C:16]2[CH:19]=[CH:20][CH:21]=[CH:22][C:15]=2[Cl:14])[C:9]2[C:8](=[O:11])[NH:7][C:6](=[O:12])[N:5]([CH3:13])[C:4]=2[N:3]=1. (2) Given the reactants N[C:2]1[CH:7]=[CH:6][C:5]([N:8]2[CH2:13][CH2:12][CH:11]([OH:14])[CH2:10][CH2:9]2)=[CH:4][CH:3]=1.N([O-])=O.[Na+].[OH-].[Na+].[BrH:21], predict the reaction product. The product is: [Br:21][C:2]1[CH:7]=[CH:6][C:5]([N:8]2[CH2:13][CH2:12][CH:11]([OH:14])[CH2:10][CH2:9]2)=[CH:4][CH:3]=1.